From a dataset of Catalyst prediction with 721,799 reactions and 888 catalyst types from USPTO. Predict which catalyst facilitates the given reaction. (1) Reactant: C1COCC1.[Cl:6][C:7]1[CH:8]=[C:9]([CH2:23][CH2:24][NH:25][C:26](=[O:29])[CH2:27][CH3:28])[CH:10]=[C:11]([CH2:14][O:15][Si](C(C)(C)C)(C)C)[C:12]=1[Cl:13].CCCC[N+](CCCC)(CCCC)CCCC.[F-]. Product: [Cl:6][C:7]1[CH:8]=[C:9]([CH2:23][CH2:24][NH:25][C:26](=[O:29])[CH2:27][CH3:28])[CH:10]=[C:11]([CH2:14][OH:15])[C:12]=1[Cl:13]. The catalyst class is: 28. (2) Reactant: [Cl:1][C:2]1[S:6][C:5]([C:7]([NH:9][CH2:10][C:11]2[N:12]=[CH:13][N:14]([C:16]3[CH:21]=[CH:20][C:19](I)=[CH:18][CH:17]=3)[CH:15]=2)=[O:8])=[CH:4][CH:3]=1.[F:23][C:24]1[CH:25]=[CH:26][C:27]([OH:30])=[N:28][CH:29]=1.OC1C=CC=C2C=1N=CC=C2.C([O-])([O-])=O.[K+].[K+]. The catalyst class is: 156. Product: [Cl:1][C:2]1[S:6][C:5]([C:7]([NH:9][CH2:10][C:11]2[N:12]=[CH:13][N:14]([C:16]3[CH:21]=[CH:20][C:19]([N:28]4[CH:29]=[C:24]([F:23])[CH:25]=[CH:26][C:27]4=[O:30])=[CH:18][CH:17]=3)[CH:15]=2)=[O:8])=[CH:4][CH:3]=1. (3) Reactant: [CH3:1][O:2][N:3]=[CH:4][CH:5]([C:9]1[CH:14]=[CH:13][C:12]([Cl:15])=[CH:11][C:10]=1[Cl:16])[CH2:6][CH2:7][CH3:8].C([BH3-])#N.[Na+]. Product: [Cl:16][C:10]1[CH:11]=[C:12]([Cl:15])[CH:13]=[CH:14][C:9]=1[CH:5]([CH2:6][CH2:7][CH3:8])[CH2:4][NH:3][O:2][CH3:1]. The catalyst class is: 15. (4) Reactant: [Cl:1][C:2]1[CH:7]=[CH:6][CH:5]=[C:4]([C:8]#[CH:9])[CH:3]=1.[Li]CCCC.CCCCCC.[C:21]([O:25][C:26]([N:28]1[CH2:33][CH2:32][C:31](=[O:34])[CH2:30][CH2:29]1)=[O:27])([CH3:24])([CH3:23])[CH3:22]. Product: [C:21]([O:25][C:26]([N:28]1[CH2:33][CH2:32][C:31]([C:9]#[C:8][C:4]2[CH:5]=[CH:6][CH:7]=[C:2]([Cl:1])[CH:3]=2)([OH:34])[CH2:30][CH2:29]1)=[O:27])([CH3:24])([CH3:22])[CH3:23]. The catalyst class is: 1. (5) Reactant: Br[CH2:2][C:3]1[CH:16]=[CH:15][C:6]([CH2:7][N:8]2[C:12]([CH3:13])=[CH:11][C:10]([CH3:14])=[N:9]2)=[CH:5][CH:4]=1.[Cl:17][C:18]1[C:19]2[C:20](=[N:24][NH:25][CH:26]=2)[N:21]=[CH:22][N:23]=1.[K].[I-].[Na+]. Product: [Cl:17][C:18]1[C:19]2[C:20](=[N:24][N:25]([CH2:2][C:3]3[CH:16]=[CH:15][C:6]([CH2:7][N:8]4[C:12]([CH3:13])=[CH:11][C:10]([CH3:14])=[N:9]4)=[CH:5][CH:4]=3)[CH:26]=2)[N:21]=[CH:22][N:23]=1. The catalyst class is: 10. (6) Product: [Cl:1][C:2]1[CH:7]=[C:6]([N+:8]([O-:10])=[O:9])[CH:5]=[C:4]([Cl:11])[C:3]=1[C:12]1[C:13](=[O:14])[NH:15][C:16]2[C:17]([CH:22]=1)=[CH:18][N:19]=[CH:20][CH:21]=2. Reactant: [Cl:1][C:2]1[CH:7]=[C:6]([N+:8]([O-:10])=[O:9])[CH:5]=[C:4]([Cl:11])[C:3]=1[CH2:12][C:13]([NH:15][C:16]1[CH:21]=[CH:20][N:19]=[CH:18][C:17]=1[CH:22]=O)=[O:14].C([O-])([O-])=O.[Na+].[Na+].C(OCC)(=O)C. The catalyst class is: 5. (7) Reactant: Br[C:2]1[CH:21]=[CH:20][CH:19]=[CH:18][C:3]=1[O:4][CH2:5][CH:6]1[CH:10]=[CH:9][CH2:8][N:7]1[C:11]([O:13][C:14]([CH3:17])([CH3:16])[CH3:15])=[O:12].CC(N=NC(C#N)(C)C)(C#N)C.C([SnH](CCCC)CCCC)CCC.C1CCN2C(=NCCC2)CC1. Product: [CH2:9]1[CH2:8][N:7]([C:11]([O:13][C:14]([CH3:17])([CH3:16])[CH3:15])=[O:12])[CH:6]2[CH2:5][O:4][C:3]3[CH:18]=[CH:19][CH:20]=[CH:21][C:2]=3[CH:10]12. The catalyst class is: 11. (8) Reactant: [Cl:1]/[CH:2]=[CH:3]\Cl.[CH2:5]([C@@:8]1([O:26][Si:27]([C:30]([CH3:33])([CH3:32])[CH3:31])([CH3:29])[CH3:28])[C@:24]2([CH3:25])[C@H:11]([C@H:12]3[C@H:21]([CH2:22][CH2:23]2)[C@@H:20]2[C:15](=[CH:16][CH2:17][CH2:18][CH2:19]2)[CH2:14][CH2:13]3)[CH2:10][CH2:9]1)C=C. Product: [C:30]([Si:27]([O:26][C@:8]1([CH2:5]/[CH:3]=[CH:2]\[Cl:1])[C@:24]2([CH3:25])[C@H:11]([C@H:12]3[C@H:21]([CH2:22][CH2:23]2)[C@@H:20]2[C:15](=[CH:16][CH2:17][CH2:18][CH2:19]2)[CH2:14][CH2:13]3)[CH2:10][CH2:9]1)([CH3:29])[CH3:28])([CH3:33])([CH3:31])[CH3:32]. The catalyst class is: 48. (9) Reactant: [C:1]([O:5][C:6](=[O:20])[NH:7][C@H:8]([CH2:13][C:14]1[CH:19]=[CH:18][CH:17]=[CH:16][CH:15]=1)[C@@H:9]([OH:12])[CH2:10]Cl)([CH3:4])([CH3:3])[CH3:2].[OH-].[K+]. Product: [C:1]([O:5][C:6](=[O:20])[NH:7][C@@H:8]([C@@H:9]1[CH2:10][O:12]1)[CH2:13][C:14]1[CH:19]=[CH:18][CH:17]=[CH:16][CH:15]=1)([CH3:4])([CH3:3])[CH3:2]. The catalyst class is: 8.